From a dataset of Full USPTO retrosynthesis dataset with 1.9M reactions from patents (1976-2016). Predict the reactants needed to synthesize the given product. (1) Given the product [CH3:16][S:14]([CH2:8][C:7]1[CH:10]=[CH:11][C:4]([N+:1]([O-:3])=[O:2])=[CH:5][CH:6]=1)(=[O:15])=[O:12], predict the reactants needed to synthesize it. The reactants are: [N+:1]([C:4]1[CH:11]=[CH:10][C:7]([CH2:8]Cl)=[CH:6][CH:5]=1)([O-:3])=[O:2].[O:12]([S:14]([CH3:16])=[O:15])[Na]. (2) The reactants are: Br[C:2]1[CH:7]=[CH:6][C:5]([N+:8]([O-:10])=[O:9])=[CH:4][CH:3]=1.[F:11][C:12]([F:23])([F:22])[C:13]1[CH:18]=[CH:17][C:16](B(O)O)=[CH:15][CH:14]=1.C(=O)(O)[O-].[Na+]. Given the product [N+:8]([C:5]1[CH:6]=[CH:7][C:2]([C:16]2[CH:17]=[CH:18][C:13]([C:12]([F:23])([F:22])[F:11])=[CH:14][CH:15]=2)=[CH:3][CH:4]=1)([O-:10])=[O:9], predict the reactants needed to synthesize it.